From a dataset of Catalyst prediction with 721,799 reactions and 888 catalyst types from USPTO. Predict which catalyst facilitates the given reaction. (1) Reactant: [NH2:1][CH2:2][C:3]1[CH:8]=[CH:7][CH:6]=[CH:5][C:4]=1[NH2:9].Br[CH2:11][C:12]([O:14][CH2:15]C)=[O:13].O. Product: [CH3:15][O:14][C:12](=[O:13])[CH2:11][NH:1][CH2:2][C:3]1[CH:8]=[CH:7][CH:6]=[CH:5][C:4]=1[NH2:9]. The catalyst class is: 12. (2) Reactant: Br[C:2]1[C:11]2[C:6](=[CH:7][CH:8]=[CH:9][CH:10]=2)[C:5](=[O:12])[O:4][C:3]=1[CH:13]([OH:15])[CH3:14].CC1(C)C(C)(C)OB([C:24]2[CH:29]=[CH:28][CH:27]=[C:26]([CH:30]3[O:34][C:33]([CH3:36])([CH3:35])[C:32]([CH3:38])([CH3:37])[O:31]3)[CH:25]=2)O1.[O-]P([O-])([O-])=O.[K+].[K+].[K+].O. Product: [OH:15][CH:13]([C:3]1[O:4][C:5](=[O:12])[C:6]2[C:11]([C:2]=1[C:28]1[CH:29]=[CH:24][CH:25]=[C:26]([CH:30]3[O:31][C:32]([CH3:38])([CH3:37])[C:33]([CH3:36])([CH3:35])[O:34]3)[CH:27]=1)=[CH:10][CH:9]=[CH:8][CH:7]=2)[CH3:14]. The catalyst class is: 1. (3) Reactant: [Cl:1][C:2]1[N:7]=[CH:6][C:5]([CH2:8][NH:9][C:10]2[C:11]([F:22])=[C:12]([CH:17]=[C:18]([O:20][CH3:21])[CH:19]=2)[C:13]([NH:15][CH3:16])=[O:14])=[C:4]([NH:23][CH2:24][CH3:25])[CH:3]=1.CCN(CC)CC.Cl[C:34](Cl)([O:36]C(=O)OC(Cl)(Cl)Cl)Cl.[OH-].[Na+].O. Product: [Cl:1][C:2]1[N:7]=[CH:6][C:5]2[CH2:8][N:9]([C:10]3[C:11]([F:22])=[C:12]([CH:17]=[C:18]([O:20][CH3:21])[CH:19]=3)[C:13]([NH:15][CH3:16])=[O:14])[C:34](=[O:36])[N:23]([CH2:24][CH3:25])[C:4]=2[CH:3]=1. The catalyst class is: 1. (4) Product: [O:1]1[C:10]2[C:5](=[CH:6][CH:7]=[CH:8][C:9]=2[C:27]([OH:29])=[O:28])[CH2:4][CH2:3][CH2:2]1. The catalyst class is: 183. Reactant: [O:1]1[C:10]2[C:5](=[CH:6][CH:7]=[CH:8][CH:9]=2)[C:4](=O)[CH2:3][CH2:2]1.O1C2C(=CC=CC=2)CCC1.[Li]CCCC.[C:27](=[O:29])=[O:28]. (5) Reactant: C1(=O)[NH:5]C(=O)C2=CC=CC=C12.[K].Br[CH2:14][CH2:15][O:16][Si:17]([C:20]([CH3:23])([CH3:22])[CH3:21])([CH3:19])[CH3:18].[OH-].[Na+]. Product: [Si:17]([O:16][CH2:15][CH2:14][NH2:5])([C:20]([CH3:23])([CH3:22])[CH3:21])([CH3:19])[CH3:18]. The catalyst class is: 3. (6) Reactant: [F:1][C:2]1[CH:7]=[C:6]([I:8])[CH:5]=[CH:4][C:3]=1[NH:9][C:10]1[N:15]([CH3:16])[C:14](=[O:17])[C:13]2[CH:18]=[C:19]([CH3:21])[O:20][C:12]=2[C:11]=1[C:22]([O:24]C)=[O:23].C([O-])([O-])=O.[K+:30].[K+].O. Product: [F:1][C:2]1[CH:7]=[C:6]([I:8])[CH:5]=[CH:4][C:3]=1[NH:9][C:10]1[N:15]([CH3:16])[C:14](=[O:17])[C:13]2[CH:18]=[C:19]([CH3:21])[O:20][C:12]=2[C:11]=1[C:22]([O-:24])=[O:23].[K+:30]. The catalyst class is: 5. (7) Reactant: [F:1][C:2]([F:44])([F:43])[C:3]1[CH:4]=[C:5]([CH:36]=[C:37]([C:39]([F:42])([F:41])[F:40])[CH:38]=1)[CH2:6][N:7]([C@H:21]1[CH2:25][C@@H:24]([CH2:26][CH3:27])[N:23]([C:28]2[C:33]([Cl:34])=[CH:32][N:31]=[C:30](Cl)[N:29]=2)[CH2:22]1)[C:8]1[N:13]=[CH:12][C:11]([N:14]2[CH2:18][CH2:17][N:16]([CH3:19])[C:15]2=[O:20])=[CH:10][N:9]=1.[NH:45]1[CH2:50][CH2:49][CH:48]([OH:51])[CH2:47][CH2:46]1. Product: [F:1][C:2]([F:44])([F:43])[C:3]1[CH:4]=[C:5]([CH:36]=[C:37]([C:39]([F:40])([F:42])[F:41])[CH:38]=1)[CH2:6][N:7]([C@H:21]1[CH2:25][C@@H:24]([CH2:26][CH3:27])[N:23]([C:28]2[C:33]([Cl:34])=[CH:32][N:31]=[C:30]([N:45]3[CH2:50][CH2:49][CH:48]([OH:51])[CH2:47][CH2:46]3)[N:29]=2)[CH2:22]1)[C:8]1[N:13]=[CH:12][C:11]([N:14]2[CH2:18][CH2:17][N:16]([CH3:19])[C:15]2=[O:20])=[CH:10][N:9]=1. The catalyst class is: 41. (8) Reactant: C([C:3]1[N:7]([NH2:8])[C:6]([C:9]([OH:11])=O)=[C:5]([CH3:12])[N:4]=1)C.[N:13]#[C:14][NH2:15].Cl.[OH-].[Na+]. Product: [NH2:13][C:14]1[NH:15][C:9](=[O:11])[C:6]2=[C:5]([CH3:12])[N:4]=[CH:3][N:7]2[N:8]=1. The catalyst class is: 38. (9) Reactant: [CH3:1][C:2]1[CH:7]=[C:6]([O:8][CH2:9][C:10]([CH3:13])([CH3:12])[CH3:11])[CH:5]=[C:4]([CH3:14])[C:3]=1[C:15]1[CH:20]=[CH:19][CH:18]=[C:17]([CH2:21][O:22][C:23]2[CH:28]=[CH:27][C:26]([C:29]3([CH2:33][C:34]([O:36]CC)=[O:35])[CH2:32][O:31][CH2:30]3)=[CH:25][CH:24]=2)[CH:16]=1.O.[OH-].[Li+]. Product: [CH3:1][C:2]1[CH:7]=[C:6]([O:8][CH2:9][C:10]([CH3:13])([CH3:11])[CH3:12])[CH:5]=[C:4]([CH3:14])[C:3]=1[C:15]1[CH:20]=[CH:19][CH:18]=[C:17]([CH2:21][O:22][C:23]2[CH:24]=[CH:25][C:26]([C:29]3([CH2:33][C:34]([OH:36])=[O:35])[CH2:30][O:31][CH2:32]3)=[CH:27][CH:28]=2)[CH:16]=1. The catalyst class is: 36.